Dataset: Peptide-MHC class I binding affinity with 185,985 pairs from IEDB/IMGT. Task: Regression. Given a peptide amino acid sequence and an MHC pseudo amino acid sequence, predict their binding affinity value. This is MHC class I binding data. (1) The peptide sequence is HTQGYFPDW. The MHC is HLA-B45:01 with pseudo-sequence HLA-B45:01. The binding affinity (normalized) is 0. (2) The peptide sequence is MEKLKALVA. The MHC is HLA-B45:01 with pseudo-sequence HLA-B45:01. The binding affinity (normalized) is 0.706.